Predict the reactants needed to synthesize the given product. From a dataset of Full USPTO retrosynthesis dataset with 1.9M reactions from patents (1976-2016). (1) Given the product [CH2:1]([CH:8]1[CH2:13][CH2:12][N:11]([CH2:14][CH:15]([O:30][Si:31]([C:34]([CH3:37])([CH3:36])[CH3:35])([CH3:33])[CH3:32])[CH2:16][NH:17][C:18]([C:20]2[CH:29]=[CH:28][C:23]3[NH:24][C:25](=[O:27])[O:26][C:22]=3[CH:21]=2)=[S:47])[CH2:10][CH2:9]1)[C:2]1[CH:7]=[CH:6][CH:5]=[CH:4][CH:3]=1, predict the reactants needed to synthesize it. The reactants are: [CH2:1]([CH:8]1[CH2:13][CH2:12][N:11]([CH2:14][CH:15]([O:30][Si:31]([C:34]([CH3:37])([CH3:36])[CH3:35])([CH3:33])[CH3:32])[CH2:16][NH:17][C:18]([C:20]2[CH:29]=[CH:28][C:23]3[NH:24][C:25](=[O:27])[O:26][C:22]=3[CH:21]=2)=O)[CH2:10][CH2:9]1)[C:2]1[CH:7]=[CH:6][CH:5]=[CH:4][CH:3]=1.COC1C=CC(P2(SP(C3C=CC(OC)=CC=3)(=S)S2)=[S:47])=CC=1. (2) Given the product [ClH:34].[NH:8]1[CH2:13][CH2:12][CH:11]([C:14]2[C:19]([CH:20]3[CH2:21][N:22]([C:24]4[CH:33]=[CH:32][C:31]5[C:26](=[CH:27][CH:28]=[CH:29][CH:30]=5)[N:25]=4)[CH2:23]3)=[N:18][CH:17]=[CH:16][N:15]=2)[CH2:10][CH2:9]1, predict the reactants needed to synthesize it. The reactants are: C(OC([N:8]1[CH2:13][CH2:12][CH:11]([C:14]2[C:19]([CH:20]3[CH2:23][N:22]([C:24]4[CH:33]=[CH:32][C:31]5[C:26](=[CH:27][CH:28]=[CH:29][CH:30]=5)[N:25]=4)[CH2:21]3)=[N:18][CH:17]=[CH:16][N:15]=2)[CH2:10][CH2:9]1)=O)(C)(C)C.[ClH:34].CO.